Dataset: Forward reaction prediction with 1.9M reactions from USPTO patents (1976-2016). Task: Predict the product of the given reaction. (1) Given the reactants [F:1][C:2]([F:14])([F:13])[C:3]1[CH:8]=[CH:7][C:6]([CH2:9][C:10](O)=O)=[CH:5][CH:4]=1.[CH3:15][C:16]1[CH:17]=[CH:18][C:19]([NH2:22])=[CH:20][CH:21]=1, predict the reaction product. The product is: [C:16]1([CH3:15])[CH:21]=[CH:20][C:19]([NH:22][CH2:10][CH2:9][C:6]2[CH:7]=[CH:8][C:3]([C:2]([F:14])([F:13])[F:1])=[CH:4][CH:5]=2)=[CH:18][CH:17]=1. (2) Given the reactants BrCCBr.C[Si](Cl)(C)C.[CH3:10][O:11][C:12](=[O:22])/[C:13](/I)=[CH:14]\[CH:15]1[CH2:20][CH2:19][CH2:18][CH2:17][CH2:16]1.C1(P(C2C=CC=CC=2)C2C=CC=CC=2)C=CC=CC=1.[Cl:42][C:43]1[CH:48]=[C:47](I)[CH:46]=[CH:45][C:44]=1[N:50]1[C:54]([CH3:55])=[N:53][N:52]=[N:51]1.[Cl-].[NH4+], predict the reaction product. The product is: [CH3:10][O:11][C:12](=[O:22])/[C:13](/[C:47]1[CH:46]=[CH:45][C:44]([N:50]2[C:54]([CH3:55])=[N:53][N:52]=[N:51]2)=[C:43]([Cl:42])[CH:48]=1)=[CH:14]/[CH:15]1[CH2:20][CH2:19][CH2:18][CH2:17][CH2:16]1. (3) Given the reactants [NH2:1][CH:2]([CH2:5][OH:6])[CH2:3][OH:4].C(=O)([O-])[O-].[K+].[K+].[Cl:13][C:14]1[CH:19]=[CH:18][C:17]([S:20](Cl)(=[O:22])=[O:21])=[CH:16][CH:15]=1.[CH2:24]1[CH2:28]OC[CH2:25]1, predict the reaction product. The product is: [Cl:13][C:14]1[CH:19]=[CH:18][C:17]([S:20]([NH:1][CH:2]2[CH2:5][O:6][C:24]([CH3:28])([CH3:25])[O:4][CH2:3]2)(=[O:22])=[O:21])=[CH:16][CH:15]=1.